From a dataset of Catalyst prediction with 721,799 reactions and 888 catalyst types from USPTO. Predict which catalyst facilitates the given reaction. (1) Reactant: [Br:1][C:2]1[CH:3]=[C:4]([CH:27]=[CH:28][C:29]=1[I:30])[CH2:5][C@H:6]([NH:19][C:20](=[O:26])[O:21][C:22]([CH3:25])([CH3:24])[CH3:23])[C:7](=O)[NH:8][CH2:9][C:10](=O)[C:11]1[CH:16]=[CH:15][CH:14]=[CH:13][CH:12]=1.C([O-])(=O)C.[NH4+].C[N:37](C)C=O. Product: [Br:1][C:2]1[CH:3]=[C:4]([CH2:5][C@H:6]([NH:19][C:20](=[O:26])[O:21][C:22]([CH3:25])([CH3:24])[CH3:23])[C:7]2[NH:37][C:10]([C:11]3[CH:16]=[CH:15][CH:14]=[CH:13][CH:12]=3)=[CH:9][N:8]=2)[CH:27]=[CH:28][C:29]=1[I:30]. The catalyst class is: 6. (2) Reactant: [CH:1]1([CH2:7][C@H:8]([N:12]2[CH2:16][C:15]([O:17][CH3:18])=[CH:14][C:13]2=[O:19])[C:9]([OH:11])=O)[CH2:6][CH2:5][CH2:4][CH2:3][CH2:2]1.[NH2:20][C:21]1[CH:25]=[CH:24][N:23]([CH2:26][C:27]([CH3:30])([OH:29])[CH3:28])[N:22]=1.F[P-](F)(F)(F)(F)F.N1(O[P+](N(C)C)(N(C)C)N(C)C)C2C=CC=CC=2N=N1.C(N(CC)C(C)C)(C)C.C1(C[C@H](N2CC(OC)=CC2=O)C(NC2C=CN(CC(OC)(C)C)N=2)=O)CCCC1. Product: [CH:1]1([CH2:7][C@H:8]([N:12]2[CH2:16][C:15]([O:17][CH3:18])=[CH:14][C:13]2=[O:19])[C:9]([NH:20][C:21]2[CH:25]=[CH:24][N:23]([CH2:26][C:27]([OH:29])([CH3:28])[CH3:30])[N:22]=2)=[O:11])[CH2:2][CH2:3][CH2:4][CH2:5][CH2:6]1. The catalyst class is: 4. (3) Reactant: C([O:3][C:4]([CH:6]1[CH:11]([CH3:12])[O:10][CH2:9][CH2:8][NH:7]1)=[O:5])C.[OH-].[K+].Cl. Product: [CH3:12][CH:11]1[O:10][CH2:9][CH2:8][NH:7][CH:6]1[C:4]([OH:5])=[O:3]. The catalyst class is: 24.